Dataset: Peptide-MHC class I binding affinity with 185,985 pairs from IEDB/IMGT. Task: Regression. Given a peptide amino acid sequence and an MHC pseudo amino acid sequence, predict their binding affinity value. This is MHC class I binding data. (1) The peptide sequence is TLNAWVKVV. The MHC is HLA-A11:01 with pseudo-sequence HLA-A11:01. The binding affinity (normalized) is 0. (2) The peptide sequence is RSMAPHPNM. The MHC is HLA-B15:01 with pseudo-sequence HLA-B15:01. The binding affinity (normalized) is 0.497. (3) The peptide sequence is LPTWLGAAI. The MHC is HLA-A26:01 with pseudo-sequence HLA-A26:01. The binding affinity (normalized) is 0.0847. (4) The peptide sequence is KRIRLKHIF. The MHC is HLA-A26:01 with pseudo-sequence HLA-A26:01. The binding affinity (normalized) is 0.0847.